Dataset: Forward reaction prediction with 1.9M reactions from USPTO patents (1976-2016). Task: Predict the product of the given reaction. (1) The product is: [CH2:8]([N:5]1[C:6]([B:16]2[O:20][C:19]([CH3:22])([CH3:21])[C:18]([CH3:24])([CH3:23])[O:17]2)=[CH:2][CH:3]=[N:4]1)[CH3:9]. Given the reactants C[C:2]1[CH:3]=[N:4][NH:5][CH:6]=1.[Li][CH2:8][CH2:9]CC.C(O[B:16]1[O:20][C:19]([CH3:22])([CH3:21])[C:18]([CH3:24])([CH3:23])[O:17]1)(C)C, predict the reaction product. (2) Given the reactants [CH3:1][S:2]([C:5]1[CH:48]=[CH:47][CH:46]=[CH:45][C:6]=1[CH2:7][NH:8][C:9](=[O:44])[CH:10]([C:37]1[CH:42]=[CH:41][CH:40]=[C:39](Br)[CH:38]=1)[NH:11][C:12]1[CH:13]=[C:14]2[C:19](=[CH:20][CH:21]=1)[C:18]([N:22]([C:30]([O:32][C:33]([CH3:36])([CH3:35])[CH3:34])=[O:31])[C:23]([O:25][C:26]([CH3:29])([CH3:28])[CH3:27])=[O:24])=[N:17][CH:16]=[CH:15]2)(=[O:4])=[O:3].C(=O)([O-])[O-].[K+].[K+].B1(C=C)OB([CH:61]=[CH2:62])OB(C=C)O1.C1C=CN=CC=1, predict the reaction product. The product is: [CH3:1][S:2]([C:5]1[CH:48]=[CH:47][CH:46]=[CH:45][C:6]=1[CH2:7][NH:8][C:9](=[O:44])[CH:10]([NH:11][C:12]1[CH:13]=[C:14]2[C:19](=[CH:20][CH:21]=1)[C:18]([N:22]([C:30]([O:32][C:33]([CH3:36])([CH3:35])[CH3:34])=[O:31])[C:23]([O:25][C:26]([CH3:29])([CH3:28])[CH3:27])=[O:24])=[N:17][CH:16]=[CH:15]2)[C:37]1[CH:42]=[CH:41][CH:40]=[C:39]([CH:61]=[CH2:62])[CH:38]=1)(=[O:4])=[O:3]. (3) Given the reactants Br[CH2:2][CH2:3][CH2:4][CH2:5][C:6]([NH:8][C:9]1[CH:18]=[CH:17][CH:16]=[C:15]([Cl:19])[C:10]=1[C:11]([O:13][CH3:14])=[O:12])=[O:7].[N:20]1([C:26]2[CH:35]=[CH:34][C:33]3[C:28](=[CH:29][CH:30]=[CH:31][CH:32]=3)[N:27]=2)[CH2:25][CH2:24][NH:23][CH2:22][CH2:21]1.C(N(CC)CC)C, predict the reaction product. The product is: [Cl:19][C:15]1[CH:16]=[CH:17][CH:18]=[C:9]([NH:8][C:6](=[O:7])[CH2:5][CH2:4][CH2:3][CH2:2][N:23]2[CH2:24][CH2:25][N:20]([C:26]3[CH:35]=[CH:34][C:33]4[C:28](=[CH:29][CH:30]=[CH:31][CH:32]=4)[N:27]=3)[CH2:21][CH2:22]2)[C:10]=1[C:11]([O:13][CH3:14])=[O:12].